This data is from Full USPTO retrosynthesis dataset with 1.9M reactions from patents (1976-2016). The task is: Predict the reactants needed to synthesize the given product. (1) The reactants are: [C:1]1([C:7]2[N:12]=[C:11]([C:13]([OH:15])=[O:14])[CH:10]=[CH:9][CH:8]=2)[CH:6]=[CH:5][CH:4]=[CH:3][CH:2]=1.[OH:16]P([O-])([O-])=O.[K+].[K+].C1C=C(Cl)C=C(C(OO)=O)C=1. Given the product [C:1]1([C:7]2[CH:8]=[CH:9][CH:10]=[C:11]([C:13]([OH:15])=[O:14])[N+:12]=2[O-:16])[CH:2]=[CH:3][CH:4]=[CH:5][CH:6]=1, predict the reactants needed to synthesize it. (2) Given the product [C:24]1([O:12][C:9]2[CH:8]=[CH:7][CH:6]=[CH:11][CH:10]=2)[CH:23]=[CH:8][CH:7]=[CH:6][CH:11]=1, predict the reactants needed to synthesize it. The reactants are: C(N(C(=O)CC)CC[C:6]1[CH:11]=[CH:10][C:9]([OH:12])=[CH:8][CH:7]=1)C.[H-].[Na+].C(O[CH2:23][CH3:24])(=O)C. (3) Given the product [CH2:1]([N:8]([CH:9]([CH3:26])[CH2:10][CH:11]([C:12]1[CH:17]=[CH:16][C:15]([OH:18])=[CH:14][CH:13]=1)[C:19]1[CH:20]=[CH:21][C:22]([OH:25])=[CH:23][CH:24]=1)[CH2:37][CH:35]([OH:36])[CH2:27][CH2:28][C:29]1[CH:34]=[CH:33][CH:32]=[CH:31][CH:30]=1)[C:2]1[CH:3]=[CH:4][CH:5]=[CH:6][CH:7]=1, predict the reactants needed to synthesize it. The reactants are: [CH2:1]([NH:8][CH:9]([CH3:26])[CH2:10][CH:11]([C:19]1[CH:24]=[CH:23][C:22]([OH:25])=[CH:21][CH:20]=1)[C:12]1[CH:17]=[CH:16][C:15]([OH:18])=[CH:14][CH:13]=1)[C:2]1[CH:7]=[CH:6][CH:5]=[CH:4][CH:3]=1.[CH2:27]([CH:35]1[CH2:37][O:36]1)[CH2:28][C:29]1[CH:34]=[CH:33][CH:32]=[CH:31][CH:30]=1.FC(F)(F)S([O-])(=O)=O.[Yb+3].FC(F)(F)S([O-])(=O)=O.FC(F)(F)S([O-])(=O)=O.C(=O)(O)[O-].[Na+]. (4) Given the product [F:1][C:2]1[CH:3]=[C:4]([C:10]2[CH:15]=[CH:14][CH:13]=[CH:12][C:11]=2[NH:16][C:42]([C:35]2[S:34][C:33]([CH3:32])=[N:37][C:36]=2[C:38]([F:41])([F:40])[F:39])=[O:43])[CH:5]=[C:6]([F:9])[C:7]=1[F:8], predict the reactants needed to synthesize it. The reactants are: [F:1][C:2]1[CH:3]=[C:4]([C:10]2[CH:15]=[CH:14][CH:13]=[CH:12][C:11]=2[NH2:16])[CH:5]=[C:6]([F:9])[C:7]=1[F:8].O=C1N(P(Cl)(N2CCOC2=O)=O)CCO1.[CH3:32][C:33]1[S:34][C:35]([C:42](O)=[O:43])=[C:36]([C:38]([F:41])([F:40])[F:39])[N:37]=1.C(N(CC)CC)C. (5) Given the product [NH2:7][C:6]1[CH:5]=[C:4]([C:3]([CH3:10])([CH3:9])[CH2:2][OH:1])[O:8][N:14]=1, predict the reactants needed to synthesize it. The reactants are: [OH:1][CH2:2][C:3]([CH3:10])([CH3:9])[C:4](=[O:8])[CH2:5][C:6]#[N:7].[OH-].[Na+].Cl.[NH2:14]O.Cl. (6) Given the product [CH:1]1([CH2:4][N:5]2[C:9]3=[N:10][CH:11]=[CH:12][CH:13]=[C:8]3[CH:7]=[C:6]2[C:14]2[N:18]([CH3:19])[C:17]3[CH:20]=[CH:21][C:22]([C:24]([O:26][CH3:27])=[O:25])=[CH:23][C:16]=3[N:15]=2)[CH2:3][CH2:2]1, predict the reactants needed to synthesize it. The reactants are: [CH:1]1([CH2:4][N:5]2[C:9]3=[N:10][CH:11]=[CH:12][CH:13]=[C:8]3[CH:7]=[C:6]2[C:14]2[N:18]([CH3:19])[C:17]3[C:20](OC)=[CH:21][C:22]([C:24]([O:26][CH3:27])=[O:25])=[CH:23][C:16]=3[N:15]=2)[CH2:3][CH2:2]1.CNC1C=CC(C(OC)=O)=CC=1[N+]([O-])=O.C1(CN2C3=NC=CC=C3C=C2C=O)CC1. (7) Given the product [Br:1][C:2]1[CH:7]=[CH:6][C:5]([O:8][CH:26]2[CH2:29][O:28][CH2:27]2)=[CH:4][CH:3]=1, predict the reactants needed to synthesize it. The reactants are: [Br:1][C:2]1[CH:7]=[CH:6][C:5]([OH:8])=[CH:4][CH:3]=1.C([O-])([O-])=O.[K+].[K+].CC1C=CC(S(O[CH:26]2[CH2:29][O:28][CH2:27]2)(=O)=O)=CC=1. (8) The reactants are: C(OC(=O)[NH:7][C@@H:8]([CH2:32][C:33]1[CH:38]=[CH:37][CH:36]=[CH:35][CH:34]=1)[C@H:9]([OH:31])[CH2:10][N:11]([CH2:23][C:24]([CH3:30])([CH3:29])[CH2:25][CH2:26][C:27]#[N:28])[S:12]([C:15]1[CH:20]=[CH:19][C:18]([O:21][CH3:22])=[CH:17][CH:16]=1)(=[O:14])=[O:13])(C)(C)C. Given the product [NH2:7][C@@H:8]([CH2:32][C:33]1[CH:34]=[CH:35][CH:36]=[CH:37][CH:38]=1)[C@H:9]([OH:31])[CH2:10][N:11]([CH2:23][C:24]([CH3:30])([CH3:29])[CH2:25][CH2:26][C:27]#[N:28])[S:12]([C:15]1[CH:16]=[CH:17][C:18]([O:21][CH3:22])=[CH:19][CH:20]=1)(=[O:13])=[O:14], predict the reactants needed to synthesize it. (9) Given the product [CH3:1][O:2][C:3]([C:5]1[S:9][C:8]([NH:10][C:11]([O:13][C:14]([CH3:17])([CH3:16])[CH3:15])=[O:12])=[N:7][CH:6]=1)=[O:4], predict the reactants needed to synthesize it. The reactants are: [CH3:1][O:2][C:3]([C:5]1[S:9][C:8]([NH2:10])=[N:7][CH:6]=1)=[O:4].[C:11](O[C:11]([O:13][C:14]([CH3:17])([CH3:16])[CH3:15])=[O:12])([O:13][C:14]([CH3:17])([CH3:16])[CH3:15])=[O:12].C(N(CC)CC)C.